Dataset: Reaction yield outcomes from USPTO patents with 853,638 reactions. Task: Predict the reaction yield, written as a fraction of the theoretical maximum amount of product (1.0 means a 100% yield; for example, 0.34 means a 34% yield). (1) The reactants are [Br:1][C:2]1[CH:3]=[C:4]([NH:8][C:9](=[O:15])[O:10][C:11]([CH3:14])([CH3:13])[CH3:12])[CH:5]=[CH:6][CH:7]=1.[H-].[Na+].[CH3:18]I. The catalyst is CN(C=O)C. The product is [Br:1][C:2]1[CH:3]=[C:4]([N:8]([CH3:18])[C:9](=[O:15])[O:10][C:11]([CH3:12])([CH3:14])[CH3:13])[CH:5]=[CH:6][CH:7]=1. The yield is 0.950. (2) The reactants are C([C:5]1([NH:31]C(=O)[O-])[CH:10]=[CH:9][C:8]([CH2:11][N:12]2[C:17]([CH3:18])=[CH:16][C:15]([O:19][CH2:20][C:21]3[CH:26]=[CH:25][C:24]([F:27])=[CH:23][C:22]=3[F:28])=[C:14]([Br:29])[C:13]2=[O:30])=[CH:7][CH2:6]1)(C)(C)C.O1CCOCC1. The catalyst is Cl.C(OCC)C. The product is [NH2:31][C:5]1[CH:6]=[CH:7][C:8]([CH2:11][N:12]2[C:17]([CH3:18])=[CH:16][C:15]([O:19][CH2:20][C:21]3[CH:26]=[CH:25][C:24]([F:27])=[CH:23][C:22]=3[F:28])=[C:14]([Br:29])[C:13]2=[O:30])=[CH:9][CH:10]=1. The yield is 0.690. (3) The reactants are [C:1]([O:5][C:6]([N:8]([CH2:17][C:18]([O:20][C:21]([CH3:24])([CH3:23])[CH3:22])=[O:19])[C:9]1[CH:14]=[CH:13][CH:12]=[C:11](CO)[N:10]=1)=[O:7])([CH3:4])([CH3:3])[CH3:2].[O:25]1[C:29]2[CH:30]=[CH:31][CH:32]=[CH:33][C:28]=2[CH:27]=[C:26]1[CH2:34]NS(C1C=NC=CC=1)(=O)=O.S1C=CN=C1C1C=CC([CH2:54][NH:55][S:56]([C:59]2[CH:60]=[N:61][CH:62]=[CH:63][CH:64]=2)(=[O:58])=[O:57])=CC=1. No catalyst specified. The product is [O:25]1[C:29]2[CH:30]=[CH:31][CH:32]=[CH:33][C:28]=2[CH:27]=[C:26]1[CH2:34][CH:54]([NH:55][S:56]([C:59]1[CH:60]=[N:61][CH:62]=[CH:63][CH:64]=1)(=[O:58])=[O:57])[C:11]1[N:10]=[C:9]([N:8]([CH2:17][C:18]([O:20][C:21]([CH3:22])([CH3:24])[CH3:23])=[O:19])[C:6]([O:5][C:1]([CH3:4])([CH3:2])[CH3:3])=[O:7])[CH:14]=[CH:13][CH:12]=1. The yield is 0.880.